This data is from Full USPTO retrosynthesis dataset with 1.9M reactions from patents (1976-2016). The task is: Predict the reactants needed to synthesize the given product. (1) Given the product [Br:19][C:10]1[CH:9]=[C:8]2[C:4]([C:5]([N:12]3[CH2:17][CH2:16][N:15]([CH3:18])[CH2:14][CH2:13]3)=[N:6][N:7]2[CH3:11])=[CH:3][CH:2]=1, predict the reactants needed to synthesize it. The reactants are: Br[C:2]1[CH:3]=[C:4]2[C:8](=[CH:9][CH:10]=1)[N:7]([CH3:11])[N:6]=[C:5]2[N:12]1[CH2:17][CH2:16][N:15]([CH3:18])[CH2:14][CH2:13]1.[Br:19]C1C=C2C(C(N)=NN2C)=CC=1. (2) The reactants are: [CH2:1]([O:3][C:4]([C:6]1([C:9]2[CH:14]=[CH:13][C:12]([C:15]3[CH:20]=[CH:19][C:18]([C:21]4[O:25][N:24]=[C:23]([CH3:26])[C:22]=4[NH2:27])=[CH:17][CH:16]=3)=[CH:11][CH:10]=2)[CH2:8][CH2:7]1)=[O:5])[CH3:2].Br[C:29]1[CH:34]=[CH:33][CH:32]=[C:31]([C:35]2[CH:40]=[CH:39][CH:38]=[CH:37][CH:36]=2)[N:30]=1.C(=O)([O-])[O-].[Cs+].[Cs+].C1(P(C2C=CC=CC=2)C2C=CC3C(=CC=CC=3)C=2C2C3C(=CC=CC=3)C=CC=2P(C2C=CC=CC=2)C2C=CC=CC=2)C=CC=CC=1. Given the product [CH2:1]([O:3][C:4]([C:6]1([C:9]2[CH:10]=[CH:11][C:12]([C:15]3[CH:20]=[CH:19][C:18]([C:21]4[O:25][N:24]=[C:23]([CH3:26])[C:22]=4[NH:27][C:29]4[CH:34]=[CH:33][CH:32]=[C:31]([C:35]5[CH:36]=[CH:37][CH:38]=[CH:39][CH:40]=5)[N:30]=4)=[CH:17][CH:16]=3)=[CH:13][CH:14]=2)[CH2:8][CH2:7]1)=[O:5])[CH3:2], predict the reactants needed to synthesize it.